Task: Predict which catalyst facilitates the given reaction.. Dataset: Catalyst prediction with 721,799 reactions and 888 catalyst types from USPTO (1) Reactant: [F:1][C:2]([S:5][C:6]1[CH:27]=[CH:26][CH:25]=[CH:24][C:7]=1[CH2:8][O:9][C:10]1[CH:15]=[CH:14][C:13]([C:16]2[CH:20]=[C:19]([C:21]([NH2:23])=[O:22])[O:18][N:17]=2)=[CH:12][CH:11]=1)([F:4])[F:3].C1C=C(Cl)C=C(C(OO)=[O:36])C=1. Product: [F:4][C:2]([F:1])([F:3])[S:5]([C:6]1[CH:27]=[CH:26][CH:25]=[CH:24][C:7]=1[CH2:8][O:9][C:10]1[CH:15]=[CH:14][C:13]([C:16]2[CH:20]=[C:19]([C:21]([NH2:23])=[O:22])[O:18][N:17]=2)=[CH:12][CH:11]=1)=[O:36]. The catalyst class is: 2. (2) Reactant: [CH3:1][C:2]1[N:3]=[CH:4][NH:5][CH:6]=1.C(N(CC)CC)C.[C:14]1([C:20]([C:28]2[CH:33]=[CH:32][CH:31]=[CH:30][CH:29]=2)([C:22]2[CH:27]=[CH:26][CH:25]=[CH:24][CH:23]=2)Cl)[CH:19]=[CH:18][CH:17]=[CH:16][CH:15]=1.O. Product: [CH3:1][C:2]1[N:3]=[CH:4][N:5]([C:20]([C:14]2[CH:19]=[CH:18][CH:17]=[CH:16][CH:15]=2)([C:28]2[CH:29]=[CH:30][CH:31]=[CH:32][CH:33]=2)[C:22]2[CH:23]=[CH:24][CH:25]=[CH:26][CH:27]=2)[CH:6]=1. The catalyst class is: 3.